This data is from Reaction yield outcomes from USPTO patents with 853,638 reactions. The task is: Predict the reaction yield, written as a fraction of the theoretical maximum amount of product (1.0 means a 100% yield; for example, 0.34 means a 34% yield). (1) The reactants are [O:1]1[CH2:5][CH2:4][O:3][CH:2]1[CH2:6][CH2:7][CH2:8][C:9]1[CH:14]=[CH:13][C:12]([O:15][CH:16]([CH3:18])[CH3:17])=[CH:11][C:10]=1[OH:19].[H-].[Na+].Cl[C:23]1[C:28]([Cl:29])=[CH:27][C:26]([C:30]([F:33])([F:32])[F:31])=[CH:25][N:24]=1.[Cl-].[NH4+]. The catalyst is CN(C)C=O. The product is [Cl:29][C:28]1[C:23]([O:19][C:10]2[CH:11]=[C:12]([O:15][CH:16]([CH3:17])[CH3:18])[CH:13]=[CH:14][C:9]=2[CH2:8][CH2:7][CH2:6][CH:2]2[O:3][CH2:4][CH2:5][O:1]2)=[N:24][CH:25]=[C:26]([C:30]([F:32])([F:31])[F:33])[CH:27]=1. The yield is 0.900. (2) The catalyst is CC#N. The product is [C:28]([O:32][C:33]([N:35]1[C:39]2[CH:40]=[CH:41][CH:42]=[CH:43][C:38]=2[N:37]=[C:36]1[CH2:44][N:16]([CH2:15][C:12]1[CH:13]=[CH:14][C:9]([CH2:8][NH:7][C:6]([O:5][C:1]([CH3:4])([CH3:2])[CH3:3])=[O:27])=[CH:10][CH:11]=1)[CH:17]1[CH2:26][C:25]2[N:24]=[CH:23][CH:22]=[CH:21][C:20]=2[CH2:19][CH2:18]1)=[O:34])([CH3:31])([CH3:30])[CH3:29]. The reactants are [C:1]([O:5][C:6](=[O:27])[NH:7][CH2:8][C:9]1[CH:14]=[CH:13][C:12]([CH2:15][NH:16][CH:17]2[CH2:26][C:25]3[N:24]=[CH:23][CH:22]=[CH:21][C:20]=3[CH2:19][CH2:18]2)=[CH:11][CH:10]=1)([CH3:4])([CH3:3])[CH3:2].[C:28]([O:32][C:33]([N:35]1[C:39]2[CH:40]=[CH:41][CH:42]=[CH:43][C:38]=2[N:37]=[C:36]1[CH2:44]Cl)=[O:34])([CH3:31])([CH3:30])[CH3:29].CCN(C(C)C)C(C)C. The yield is 0.560. (3) The reactants are [C:1]1([S:7]([N:10]2[C:14]3=[N:15][CH:16]=[CH:17][CH:18]=[C:13]3[CH:12]=[C:11]2[CH:19]([OH:25])[CH2:20][C:21]([CH3:24])([CH3:23])[CH3:22])(=[O:9])=[O:8])[CH:6]=[CH:5][CH:4]=[CH:3][CH:2]=1.CC(OI1(OC(C)=O)(OC(C)=O)OC(=O)C2C=CC=CC1=2)=O. The catalyst is ClCCl. The product is [C:1]1([S:7]([N:10]2[C:14]3=[N:15][CH:16]=[CH:17][CH:18]=[C:13]3[CH:12]=[C:11]2[C:19](=[O:25])[CH2:20][C:21]([CH3:23])([CH3:22])[CH3:24])(=[O:8])=[O:9])[CH:2]=[CH:3][CH:4]=[CH:5][CH:6]=1. The yield is 0.830. (4) The reactants are Cl.[F:2][C:3]1[CH:4]=[C:5]([P:11](=[O:18])([O:15]CC)[O:12]CC)[CH:6]=[C:7]([F:10])[C:8]=1[F:9]. No catalyst specified. The product is [F:2][C:3]1[CH:4]=[C:5]([P:11](=[O:12])([OH:18])[OH:15])[CH:6]=[C:7]([F:10])[C:8]=1[F:9]. The yield is 0.760. (5) The product is [Br:5][C:6]1[CH:25]=[CH:24][C:9]2[O:10][CH2:11][CH:12]([C:44]#[N:45])[C:13]3[S:17][C:16]([C:18]([O:20][CH2:21][CH3:22])=[O:19])=[N:15][C:14]=3[C:8]=2[CH:7]=1. The reactants are S(Cl)(Cl)=O.[Br:5][C:6]1[CH:25]=[CH:24][C:9]2[O:10][CH2:11][CH:12](O)[C:13]3[S:17][C:16]([C:18]([O:20][CH2:21][CH3:22])=[O:19])=[N:15][C:14]=3[C:8]=2[CH:7]=1.C1OCCOCCOCCOCCOCCOC1.[C-:44]#[N:45].[K+]. The yield is 0.350. The catalyst is ClCCl.CC#N.O. (6) No catalyst specified. The reactants are [CH3:58][O:57][C:55](=[O:56])[NH:54][CH:47]([C:46](N1CCCC1C1NC(C2C=CC(C3C=CC(C4NC(C5CCCN5[C:46](=[O:59])[CH:47]([NH:54][C:55]([O:57][CH3:58])=[O:56])[CH2:48][CH2:49]C(F)(F)F)=NC=4)=CC=3)=CC=2)=CN=1)=[O:59])[CH2:48][CH2:49]C(F)(F)F.[CH3:61][O:62][C:63](=[O:108])[NH:64][CH:65]([C:74]([N:76]1[CH2:80][CH2:79][CH2:78][CH:77]1[C:81]1[NH:82][C:83]([C:86]2[CH:91]=[CH:90][C:89]([C:92]3[CH:97]=[CH:96][C:95]([C:98]4[NH:99][C:100]([CH:103]5[CH2:107][CH2:106][CH2:105][NH:104]5)=[N:101][CH:102]=4)=[CH:94][CH:93]=3)=[CH:88][CH:87]=2)=[CH:84][N:85]=1)=[O:75])[CH2:66][CH2:67][O:68][CH2:69][C:70]([F:73])([F:72])[F:71]. The yield is 0.270. The product is [CH3:58][O:57][C:55](=[O:56])[NH:54][CH:47]([C:46]([N:104]1[CH2:105][CH2:106][CH2:107][CH:103]1[C:100]1[NH:99][C:98]([C:95]2[CH:96]=[CH:97][C:92]([C:89]3[CH:90]=[CH:91][C:86]([C:83]4[NH:82][C:81]([CH:77]5[CH2:78][CH2:79][CH2:80][N:76]5[C:74](=[O:75])[CH:65]([NH:64][C:63]([O:62][CH3:61])=[O:108])[CH2:66][CH2:67][O:68][CH2:69][C:70]([F:73])([F:71])[F:72])=[N:85][CH:84]=4)=[CH:87][CH:88]=3)=[CH:93][CH:94]=2)=[CH:102][N:101]=1)=[O:59])[CH2:48][CH2:49][O:68][CH2:69][C:70]([F:73])([F:72])[F:71].